From a dataset of Forward reaction prediction with 1.9M reactions from USPTO patents (1976-2016). Predict the product of the given reaction. (1) Given the reactants [CH:1]1([C:7]2[CH:12]=[CH:11][N:10]=[C:9]([C:13]3[C:17]4[C:18]([NH:22][CH:23]([CH3:25])[CH3:24])=[N:19][CH:20]=[CH:21][C:16]=4[NH:15][N:14]=3)[CH:8]=2)CC[CH2:4][CH2:3][CH2:2]1.ClC1C=CN=C(C2C3C(NC(C)C)=NC=CC=3N(CC3C=CC([O:53]C)=CC=3)N=2)C=1.O1CCC=C1B1OC(C)(C)C(C)(C)O1, predict the reaction product. The product is: [CH:23]([NH:22][C:18]1[C:17]2[C:13]([C:9]3[CH:8]=[C:7]([CH:1]4[CH2:2][CH2:3][CH2:4][O:53]4)[CH:12]=[CH:11][N:10]=3)=[N:14][NH:15][C:16]=2[CH:21]=[CH:20][N:19]=1)([CH3:25])[CH3:24]. (2) Given the reactants [F:1][C:2]1[CH:11]=[CH:10][C:5]([C:6]([NH:8][NH2:9])=[O:7])=[CH:4][C:3]=1[CH2:12][CH2:13][CH2:14][CH2:15][CH2:16][CH2:17][CH2:18][CH2:19][CH2:20][CH2:21][CH3:22].[C:23]([C:25]1([C:28](O)=[O:29])[CH2:27][CH2:26]1)#[N:24], predict the reaction product. The product is: [C:23]([C:25]1([C:28]([NH:9][NH:8][C:6](=[O:7])[C:5]2[CH:10]=[CH:11][C:2]([F:1])=[C:3]([CH2:12][CH2:13][CH2:14][CH2:15][CH2:16][CH2:17][CH2:18][CH2:19][CH2:20][CH2:21][CH3:22])[CH:4]=2)=[O:29])[CH2:27][CH2:26]1)#[N:24]. (3) Given the reactants [CH3:1][O:2][C:3]1C=[CH:18][CH:17]=[CH:16][C:4]=1[C:5]([NH:7][C@H:8]1[CH:13]2[CH2:14][CH2:15][N:10]([CH2:11][CH2:12]2)[CH2:9]1)=[O:6].COC1[N:30]=CC=CC=1C(O)=O, predict the reaction product. The product is: [CH3:1][O:2][C:3]1[C:4]([C:5]([NH:7][C@H:8]2[CH:13]3[CH2:12][CH2:11][N:10]([CH2:15][CH2:14]3)[CH2:9]2)=[O:6])=[CH:16][CH:17]=[CH:18][N:30]=1. (4) Given the reactants [Br:1][C:2]1[CH:3]=[C:4]([OH:8])[CH:5]=[N:6][CH:7]=1.C([O-])([O-])=O.[K+].[K+].I[CH2:16][CH3:17], predict the reaction product. The product is: [Br:1][C:2]1[CH:7]=[N:6][CH:5]=[C:4]([O:8][CH2:16][CH3:17])[CH:3]=1. (5) Given the reactants C(OC([N:8]1[CH2:13][CH2:12][N:11]([C:14]2[S:15][C:16]([S:19]([CH3:22])(=[O:21])=[O:20])=[CH:17][N:18]=2)[CH2:10][CH2:9]1)=O)(C)(C)C.[ClH:23], predict the reaction product. The product is: [ClH:23].[CH3:22][S:19]([C:16]1[S:15][C:14]([N:11]2[CH2:12][CH2:13][NH:8][CH2:9][CH2:10]2)=[N:18][CH:17]=1)(=[O:20])=[O:21].